This data is from Forward reaction prediction with 1.9M reactions from USPTO patents (1976-2016). The task is: Predict the product of the given reaction. (1) Given the reactants Cl[C:2]1[N:3]=[C:4]([N:24]2[CH2:29][CH2:28][O:27][CH2:26][CH2:25]2)[C:5]2[S:10][C:9]([CH2:11][N:12]3[CH2:17][CH2:16][N:15]([C:18](=[O:22])[C@@H:19]([OH:21])[CH3:20])[CH2:14][CH2:13]3)=[C:8]([CH3:23])[C:6]=2[N:7]=1.B(O)(O)[C:31]1[CH:36]=[N:35][CH:34]=[N:33][CH:32]=1, predict the reaction product. The product is: [OH:21][C@@H:19]([CH3:20])[C:18]([N:15]1[CH2:16][CH2:17][N:12]([CH2:11][C:9]2[S:10][C:5]3[C:4]([N:24]4[CH2:29][CH2:28][O:27][CH2:26][CH2:25]4)=[N:3][C:2]([C:31]4[CH:32]=[N:33][CH:34]=[N:35][CH:36]=4)=[N:7][C:6]=3[C:8]=2[CH3:23])[CH2:13][CH2:14]1)=[O:22]. (2) Given the reactants C([O:3][C:4](=[O:48])[CH:5]([C:10]1[CH:11]=[C:12]([C:38]2[CH:43]=[CH:42][C:41]([C:44]([F:47])([F:46])[F:45])=[CH:40][CH:39]=2)[CH:13]=[C:14]([CH:16]2[CH2:21][CH2:20][N:19]([CH:22]([C:28]3[CH:33]=[CH:32][C:31]([C:34]([F:37])([F:36])[F:35])=[CH:30][CH:29]=3)[CH2:23][CH2:24][CH:25]([CH3:27])[CH3:26])[CH2:18][CH2:17]2)[CH:15]=1)[CH2:6][CH:7]([CH3:9])[CH3:8])C.[OH-].[Na+], predict the reaction product. The product is: [CH3:8][CH:7]([CH3:9])[CH2:6][CH:5]([C:10]1[CH:11]=[C:12]([C:38]2[CH:39]=[CH:40][C:41]([C:44]([F:46])([F:47])[F:45])=[CH:42][CH:43]=2)[CH:13]=[C:14]([CH:16]2[CH2:21][CH2:20][N:19]([CH:22]([C:28]3[CH:29]=[CH:30][C:31]([C:34]([F:37])([F:36])[F:35])=[CH:32][CH:33]=3)[CH2:23][CH2:24][CH:25]([CH3:26])[CH3:27])[CH2:18][CH2:17]2)[CH:15]=1)[C:4]([OH:48])=[O:3].